From a dataset of NCI-60 drug combinations with 297,098 pairs across 59 cell lines. Regression. Given two drug SMILES strings and cell line genomic features, predict the synergy score measuring deviation from expected non-interaction effect. (1) Drug 1: CC1OCC2C(O1)C(C(C(O2)OC3C4COC(=O)C4C(C5=CC6=C(C=C35)OCO6)C7=CC(=C(C(=C7)OC)O)OC)O)O. Drug 2: C1CN1P(=S)(N2CC2)N3CC3. Cell line: SW-620. Synergy scores: CSS=46.5, Synergy_ZIP=1.90, Synergy_Bliss=1.91, Synergy_Loewe=-8.53, Synergy_HSA=4.76. (2) Drug 1: C1=CC(=CC=C1CCC2=CNC3=C2C(=O)NC(=N3)N)C(=O)NC(CCC(=O)O)C(=O)O. Drug 2: C1CNP(=O)(OC1)N(CCCl)CCCl. Cell line: IGROV1. Synergy scores: CSS=23.1, Synergy_ZIP=-5.30, Synergy_Bliss=0.966, Synergy_Loewe=-68.7, Synergy_HSA=-1.22. (3) Drug 1: CC12CCC3C(C1CCC2=O)CC(=C)C4=CC(=O)C=CC34C. Drug 2: C1=CC=C(C=C1)NC(=O)CCCCCCC(=O)NO. Cell line: NCI/ADR-RES. Synergy scores: CSS=40.2, Synergy_ZIP=-0.0544, Synergy_Bliss=0.129, Synergy_Loewe=-6.80, Synergy_HSA=1.75. (4) Drug 1: CCC1(CC2CC(C3=C(CCN(C2)C1)C4=CC=CC=C4N3)(C5=C(C=C6C(=C5)C78CCN9C7C(C=CC9)(C(C(C8N6C)(C(=O)OC)O)OC(=O)C)CC)OC)C(=O)OC)O. Drug 2: CC(C)(C1=NC(=CC=C1)N2C3=NC(=NC=C3C(=O)N2CC=C)NC4=CC=C(C=C4)N5CCN(CC5)C)O. Cell line: T-47D. Synergy scores: CSS=32.2, Synergy_ZIP=1.31, Synergy_Bliss=-1.58, Synergy_Loewe=-14.2, Synergy_HSA=3.42. (5) Drug 2: CC12CCC3C(C1CCC2=O)CC(=C)C4=CC(=O)C=CC34C. Synergy scores: CSS=42.8, Synergy_ZIP=-1.24, Synergy_Bliss=-0.160, Synergy_Loewe=2.78, Synergy_HSA=3.88. Cell line: A498. Drug 1: COC1=C(C=C2C(=C1)N=CN=C2NC3=CC(=C(C=C3)F)Cl)OCCCN4CCOCC4.